Dataset: Catalyst prediction with 721,799 reactions and 888 catalyst types from USPTO. Task: Predict which catalyst facilitates the given reaction. (1) Reactant: [NH2:1][C:2]1[CH:3]=[CH:4][C:5]([O:8][C:9](=[O:18])[N:10]([CH3:17])[C:11]2[CH:16]=[CH:15][CH:14]=[CH:13][CH:12]=2)=[N:6][CH:7]=1.Cl.[CH3:20][N:21]([CH3:31])[C:22]1[CH:23]=[C:24]([CH:28]=[CH:29][CH:30]=1)[C:25](Cl)=[O:26].C(N(CC)CC)C. Product: [CH3:20][N:21]([CH3:31])[C:22]1[CH:23]=[C:24]([CH:28]=[CH:29][CH:30]=1)[C:25]([NH:1][C:2]1[CH:3]=[CH:4][C:5]([O:8][C:9](=[O:18])[N:10]([CH3:17])[C:11]2[CH:16]=[CH:15][CH:14]=[CH:13][CH:12]=2)=[N:6][CH:7]=1)=[O:26]. The catalyst class is: 4. (2) Reactant: OC1C=CC(C(N[C:9]2[CH:10]=[C:11]([CH:18]=[CH:19][C:20]=2[CH3:21])[C:12]([NH:14][CH:15]2[CH2:17][CH2:16]2)=[O:13])=O)=CC=1.[C:37]1(P([C:37]2[CH:42]=[CH:41][CH:40]=[CH:39][CH:38]=2)[C:37]2[CH:42]=[CH:41][CH:40]=[CH:39][CH:38]=2)[CH:42]=[CH:41][CH:40]=[CH:39][CH:38]=1.[N:43]1[CH:48]=[CH:47][CH:46]=[CH:45][C:44]=1[CH:49]([OH:51])[CH3:50].N(C(OCC)=O)=[N:53][C:54](OCC)=[O:55]. Product: [CH:15]1([NH:14][C:12](=[O:13])[C:11]2[CH:10]=[CH:9][C:20]([CH3:21])=[CH:19][C:18]=2[NH:53][C:54](=[O:55])[C:37]2[CH:38]=[CH:39][C:40]([O:51][CH:49]([C:44]3[CH:45]=[CH:46][CH:47]=[CH:48][N:43]=3)[CH3:50])=[CH:41][CH:42]=2)[CH2:16][CH2:17]1. The catalyst class is: 2. (3) Reactant: [Li]CCCC.C(N[CH:10]([CH3:12])[CH3:11])(C)C.C[Si](C#CC)(C)C.[Cl:20][C:21]1[CH:22]=[C:23]([C:28](=[O:33])[C:29]([F:32])([F:31])[F:30])[CH:24]=[C:25]([Cl:27])[CH:26]=1.C(=O)([O-])[O-].[K+].[K+]. Product: [Cl:20][C:21]1[CH:22]=[C:23]([C:28]([OH:33])([CH2:12][C:10]#[CH:11])[C:29]([F:30])([F:31])[F:32])[CH:24]=[C:25]([Cl:27])[CH:26]=1. The catalyst class is: 7. (4) Reactant: C([NH:6][C:7]1[N:15]=[C:14]2[C:10]([N:11]=[CH:12][N:13]2[C@@H:16]2[O:31][C@H:30]([CH2:32][O:33][CH2:34][C:35]3[CH:40]=[CH:39][C:38]([Cl:41])=[CH:37][C:36]=3[Cl:42])[C@@H:19]([O:20][CH2:21][C:22]3[CH:27]=[CH:26][C:25]([Cl:28])=[CH:24][C:23]=3[Cl:29])[C@@:17]2([CH2:43][F:44])[OH:18])=[C:9](Cl)[N:8]=1)(=O)C(C)C.[OH-:46].[Na+].Cl. Product: [NH2:6][C:7]1[NH:15][C:14]2[N:13]([C@@H:16]3[O:31][C@H:30]([CH2:32][O:33][CH2:34][C:35]4[CH:40]=[CH:39][C:38]([Cl:41])=[CH:37][C:36]=4[Cl:42])[C@@H:19]([O:20][CH2:21][C:22]4[CH:27]=[CH:26][C:25]([Cl:28])=[CH:24][C:23]=4[Cl:29])[C@@:17]3([CH2:43][F:44])[OH:18])[CH:12]=[N:11][C:10]=2[C:9](=[O:46])[N:8]=1. The catalyst class is: 12. (5) Reactant: [CH2:1]([NH:8][C@@H:9]([CH2:12][CH2:13][OH:14])[CH2:10][OH:11])[C:2]1[CH:7]=[CH:6][CH:5]=[CH:4][CH:3]=1.C(N(CC)CC)C.[Cl:22][CH:23]([CH3:27])[C:24](Cl)=[O:25]. Product: [CH2:1]([N:8]([C@@H:9]([CH2:12][CH2:13][OH:14])[CH2:10][OH:11])[C:24](=[O:25])[CH:23]([Cl:22])[CH3:27])[C:2]1[CH:7]=[CH:6][CH:5]=[CH:4][CH:3]=1. The catalyst class is: 32. (6) Reactant: Br[C:2]1[CH:3]=[C:4]([NH:9][C:10]2[N:15]=[C:14]([CH3:16])[CH:13]=[CH:12][N:11]=2)[CH:5]=[C:6]([CH3:8])[CH:7]=1.[B:17]1([B:17]2[O:21][C:20]([CH3:23])([CH3:22])[C:19]([CH3:25])([CH3:24])[O:18]2)[O:21][C:20]([CH3:23])([CH3:22])[C:19]([CH3:25])([CH3:24])[O:18]1.C([O-])(=O)C.[K+].CS(C)=O. Product: [CH3:16][C:14]1[CH:13]=[CH:12][N:11]=[C:10]([NH:9][C:4]2[CH:3]=[C:2]([B:17]3[O:21][C:20]([CH3:23])([CH3:22])[C:19]([CH3:25])([CH3:24])[O:18]3)[CH:7]=[C:6]([CH3:8])[CH:5]=2)[N:15]=1. The catalyst class is: 13. (7) Reactant: [I:1][C:2]1[CH:7]=[C:6]([N+:8]([O-:10])=[O:9])[CH:5]=[CH:4][C:3]=1[OH:11].[CH2:12](I)[CH3:13].C(=O)([O-])[O-].[K+].[K+].C(OCC)(=O)C. Product: [CH2:12]([O:11][C:3]1[CH:4]=[CH:5][C:6]([N+:8]([O-:10])=[O:9])=[CH:7][C:2]=1[I:1])[CH3:13]. The catalyst class is: 9. (8) Reactant: C([O:5][C:6](=O)[CH2:7][N:8]([S:17]([C:20]1[CH:25]=[CH:24][C:23]([O:26][C:27]2[CH:32]=[CH:31][C:30]([F:33])=[CH:29][CH:28]=2)=[CH:22][CH:21]=1)(=[O:19])=[O:18])[CH2:9][C:10]([O:12]C(C)(C)C)=[O:11])(C)(C)C.CN1CCOCC1.[NH2:42][OH:43].Cl.[OH-].[K+]. Product: [F:33][C:30]1[CH:31]=[CH:32][C:27]([O:26][C:23]2[CH:24]=[CH:25][C:20]([S:17]([N:8]([CH2:9][C:10]([OH:12])=[O:11])[CH2:7][C:6](=[O:5])[NH:42][OH:43])(=[O:19])=[O:18])=[CH:21][CH:22]=2)=[CH:28][CH:29]=1. The catalyst class is: 36. (9) Reactant: Cl[C:2]1[C:7]2=[CH:8][CH:9]=[CH:10][N:6]2[N:5]=[CH:4][N:3]=1.[CH3:11][S:12][Na]. Product: [CH3:11][S:12][C:2]1[C:7]2=[CH:8][CH:9]=[CH:10][N:6]2[N:5]=[CH:4][N:3]=1. The catalyst class is: 7. (10) Reactant: Br[C:2]1[C:7]([F:8])=[C:6]([Cl:9])[CH:5]=[CH:4][C:3]=1[C:10](=[O:12])[CH3:11].[C:13]([O:17][C:18]([CH3:21])([CH3:20])[CH3:19])(=[O:16])[CH:14]=[CH2:15]. Product: [C:10]([C:3]1[C:2](/[CH:15]=[CH:14]/[C:13]([O:17][C:18]([CH3:21])([CH3:20])[CH3:19])=[O:16])=[C:7]([F:8])[C:6]([Cl:9])=[CH:5][CH:4]=1)(=[O:12])[CH3:11]. The catalyst class is: 416.